Task: Predict the product of the given reaction.. Dataset: Forward reaction prediction with 1.9M reactions from USPTO patents (1976-2016) (1) Given the reactants [Cl:1][C:2]1[CH:7]=[C:6]([F:8])[C:5]([N:9]2[C:14](=[O:15])[CH:13]=[C:12]([C:16]([F:19])([F:18])[F:17])[N:11]([CH3:20])[C:10]2=[O:21])=[CH:4][C:3]=1[N:22]=[C:23]1[N:27]([CH2:28][C:29]([O:31][CH2:32][CH3:33])=[O:30])[C:26](=[O:34])[CH2:25][S:24]1.[CH3:35][C:36]([CH3:38])=O.N1CCCCC1.C(O)(=O)C, predict the reaction product. The product is: [Cl:1][C:2]1[CH:7]=[C:6]([F:8])[C:5]([N:9]2[C:14](=[O:15])[CH:13]=[C:12]([C:16]([F:19])([F:17])[F:18])[N:11]([CH3:20])[C:10]2=[O:21])=[CH:4][C:3]=1[N:22]=[C:23]1[N:27]([CH2:28][C:29]([O:31][CH2:32][CH3:33])=[O:30])[C:26](=[O:34])[C:25](=[C:36]([CH3:38])[CH3:35])[S:24]1. (2) Given the reactants [N:1]1([C:7]2[N:8]=[C:9]([CH2:14][C:15]([O:17]CC)=O)[NH:10][C:11](=[O:13])[CH:12]=2)[CH2:6][CH2:5][O:4][CH2:3][CH2:2]1.[CH3:20][O:21][C:22]1[CH:23]=[C:24]([CH:26]=[CH:27][CH:28]=1)[NH2:25], predict the reaction product. The product is: [CH3:20][O:21][C:22]1[CH:23]=[C:24]([NH:25][C:15](=[O:17])[CH2:14][C:9]2[NH:10][C:11](=[O:13])[CH:12]=[C:7]([N:1]3[CH2:2][CH2:3][O:4][CH2:5][CH2:6]3)[N:8]=2)[CH:26]=[CH:27][CH:28]=1.